Dataset: Full USPTO retrosynthesis dataset with 1.9M reactions from patents (1976-2016). Task: Predict the reactants needed to synthesize the given product. (1) Given the product [N:61]1[C:56]2[C:55](=[N:60][CH:59]=[CH:58][CH:57]=2)[N:54]([O:53][C:9]2[C:10]3[CH2:19][CH2:18][N:17]([C:20]([C:34]4[CH:38]=[CH:39][CH:40]=[C:41]([C:42]([F:43])([F:44])[F:45])[C:33]=4[Cl:32])=[O:22])[CH2:16][C:11]=3[N:12]=[C:13]([CH3:15])[N:14]=2)[N:62]=1, predict the reactants needed to synthesize it. The reactants are: C(O)(C(F)(F)F)=O.Cl[C:9]1[C:10]2[CH2:19][CH2:18][N:17]([C:20]([O:22]C(C)(C)C)=O)[CH2:16][C:11]=2[N:12]=[C:13]([CH3:15])[N:14]=1.C([O-])(O)=O.[Na+].[Cl:32][C:33]1[C:41]([C:42]([F:45])([F:44])[F:43])=[CH:40][CH:39]=[CH:38][C:34]=1C(O)=O.CN(C([O:53][N:54]1[N:62]=[N:61][C:56]2[CH:57]=[CH:58][CH:59]=[N:60][C:55]1=2)=[N+](C)C)C.F[P-](F)(F)(F)(F)F. (2) Given the product [CH:1]([C@H:4]1[CH2:8][O:7][C:6](=[O:9])[N:5]1[C:10]1[CH:15]=[CH:14][N:13]=[C:12]([NH:16][C@H:17]([CH:19]2[CH2:24][CH2:23][N:22]([CH:25]([CH3:28])[CH3:26])[CH2:21][CH2:20]2)[CH3:18])[N:11]=1)([CH3:2])[CH3:3], predict the reactants needed to synthesize it. The reactants are: [CH:1]([C@H:4]1[CH2:8][O:7][C:6](=[O:9])[N:5]1[C:10]1[CH:15]=[CH:14][N:13]=[C:12]([NH:16][C@H:17]([CH:19]2[CH2:24][CH2:23][NH:22][CH2:21][CH2:20]2)[CH3:18])[N:11]=1)([CH3:3])[CH3:2].[C:25]1(=O)[CH2:28]C[CH2:26]1.C(O[BH-](OC(=O)C)OC(=O)C)(=O)C.[Na+].